From a dataset of Reaction yield outcomes from USPTO patents with 853,638 reactions. Predict the reaction yield, written as a fraction of the theoretical maximum amount of product (1.0 means a 100% yield; for example, 0.34 means a 34% yield). (1) The reactants are C[O:2][C:3](=O)[CH:4]([C:17]1[CH:22]=[CH:21][CH:20]=[CH:19][CH:18]=1)[O:5][CH2:6][CH2:7][NH:8][NH:9]C(OC(C)(C)C)=O. The catalyst is O. The product is [NH2:9][N:8]1[CH2:7][CH2:6][O:5][CH:4]([C:17]2[CH:22]=[CH:21][CH:20]=[CH:19][CH:18]=2)[C:3]1=[O:2]. The yield is 0.790. (2) The product is [OH:4][CH2:3][C@@H:2]([NH:1][C:20]([O:19][CH2:18][CH2:17][O:16][C:8]([C:9]1[CH:14]=[CH:13][CH:12]=[CH:11][CH:10]=1)=[O:15])=[O:21])[C:5]([OH:7])=[O:6]. The reactants are [NH2:1][C@@H:2]([C:5]([OH:7])=[O:6])[CH2:3][OH:4].[C:8]([O:16][CH2:17][CH2:18][O:19][C:20](ON1C(=O)CCC1=O)=[O:21])(=[O:15])[C:9]1[CH:14]=[CH:13][CH:12]=[CH:11][CH:10]=1. No catalyst specified. The yield is 0.690.